Dataset: Forward reaction prediction with 1.9M reactions from USPTO patents (1976-2016). Task: Predict the product of the given reaction. (1) The product is: [ClH:1].[NH2:21][C@@H:13]([CH2:14][C:15]1[CH:20]=[CH:19][CH:18]=[CH:17][CH:16]=1)[C:12]([N:11]([C:9]1[CH:8]=[CH:7][C:6]2[S:2][CH:3]=[N:4][C:5]=2[CH:10]=1)[CH3:30])=[O:29]. Given the reactants [ClH:1].[S:2]1[C:6]2[CH:7]=[CH:8][C:9]([N:11]([CH3:30])[C:12](=[O:29])[C@@H:13]([NH:21]C(=O)OC(C)(C)C)[CH2:14][C:15]3[CH:20]=[CH:19][CH:18]=[CH:17][CH:16]=3)=[CH:10][C:5]=2[N:4]=[CH:3]1, predict the reaction product. (2) Given the reactants [CH:1]1([CH2:7][O:8][C:9]2[C:10]([C:21]([NH2:23])=[O:22])=[CH:11][C:12]3[C:18](=[O:19])[CH2:17][CH2:16][CH2:15][O:14][C:13]=3[CH:20]=2)[CH2:6][CH2:5][CH2:4][CH2:3][CH2:2]1.B(Cl)([C@@H]1[C@@H](C)[C@@H]2C(C)(C)[C@@H](C2)C1)[C@@H]1[C@@H](C)[C@@H]2C(C)(C)[C@@H](C2)C1.N(CCO)CCO, predict the reaction product. The product is: [CH:1]1([CH2:7][O:8][C:9]2[C:10]([C:21]([NH2:23])=[O:22])=[CH:11][C:12]3[C@H:18]([OH:19])[CH2:17][CH2:16][CH2:15][O:14][C:13]=3[CH:20]=2)[CH2:2][CH2:3][CH2:4][CH2:5][CH2:6]1. (3) Given the reactants Br[C:2]1[N:7]=[C:6]([C@:8]2([CH3:27])[C@@H:13]([F:14])[C@H:12]([C:15]([F:18])([F:17])[F:16])[O:11][C:10]([NH:19][C:20](=[O:26])[O:21][C:22]([CH3:25])([CH3:24])[CH3:23])=[N:9]2)[C:5]([F:28])=[CH:4][CH:3]=1.[N-:29]=[N+]=[N-].[Na+].O=C1O[C@H]([C@H](CO)O)C([O-])=C1O.[Na+].CN[C@@H]1CCCC[C@H]1NC.C([O-])(O)=O.[Na+], predict the reaction product. The product is: [NH2:29][C:2]1[N:7]=[C:6]([C@:8]2([CH3:27])[C@@H:13]([F:14])[C@H:12]([C:15]([F:18])([F:17])[F:16])[O:11][C:10]([NH:19][C:20](=[O:26])[O:21][C:22]([CH3:25])([CH3:24])[CH3:23])=[N:9]2)[C:5]([F:28])=[CH:4][CH:3]=1. (4) Given the reactants S([O-])(O)(=O)=O.[Br:6][C:7]1[CH:8]=[CH:9][C:10]2[C:19]([N:20]=1)=[C:18]1[C:13]([CH:14]=[CH:15][CH:16]=[N+:17]1[CH3:21])=[CH:12][CH:11]=2.[OH-:22].[Na+], predict the reaction product. The product is: [Br:6][C:7]1[CH:8]=[CH:9][C:10]2[C:19]([N:20]=1)=[C:18]1[C:13]([CH:14]=[CH:15][C:16](=[O:22])[N:17]1[CH3:21])=[CH:12][CH:11]=2. (5) Given the reactants [F:1][C:2]1([F:32])[CH2:6][CH2:5][N:4]([C:7]2[C:8]3[N:22]=[N:21][N:20](CC4C=CC(OC)=CC=4)[C:9]=3[N:10]=[C:11]([O:13][C@@H:14]([CH3:19])[C:15]([F:18])([F:17])[F:16])[N:12]=2)[CH2:3]1, predict the reaction product. The product is: [F:32][C:2]1([F:1])[CH2:6][CH2:5][N:4]([C:7]2[C:8]3[N:22]=[N:21][NH:20][C:9]=3[N:10]=[C:11]([O:13][C@@H:14]([CH3:19])[C:15]([F:17])([F:18])[F:16])[N:12]=2)[CH2:3]1. (6) Given the reactants O.[NH2:2][NH2:3].[O:4]1[C:8]2([CH2:13][CH2:12][CH:11]([C:14]3[N:19]=[CH:18][C:17]([C:20](=O)[CH2:21][C:22]([O:24]C(C)(C)C)=O)=[CH:16][CH:15]=3)[CH2:10][CH2:9]2)[O:7][CH2:6][CH2:5]1, predict the reaction product. The product is: [O:4]1[C:8]2([CH2:13][CH2:12][CH:11]([C:14]3[N:19]=[CH:18][C:17]([C:20]4[CH:21]=[C:22]([OH:24])[NH:3][N:2]=4)=[CH:16][CH:15]=3)[CH2:10][CH2:9]2)[O:7][CH2:6][CH2:5]1.